From a dataset of TCR-epitope binding with 47,182 pairs between 192 epitopes and 23,139 TCRs. Binary Classification. Given a T-cell receptor sequence (or CDR3 region) and an epitope sequence, predict whether binding occurs between them. (1) The epitope is IPIQASLPF. The TCR CDR3 sequence is CASSFLAGQFF. Result: 1 (the TCR binds to the epitope). (2) The epitope is DPFRLLQNSQVFS. The TCR CDR3 sequence is CSVEGDRGTSGRYWNEQFF. Result: 0 (the TCR does not bind to the epitope). (3) The epitope is GMFNMLSTVLGVS. The TCR CDR3 sequence is CASSQEWDPRETQYF. Result: 0 (the TCR does not bind to the epitope). (4) The epitope is LLDFVRFMGV. The TCR CDR3 sequence is CASSPRDRERGEQYF. Result: 1 (the TCR binds to the epitope). (5) The epitope is LLQTGIHVRVSQPSL. The TCR CDR3 sequence is CASSQRGEQNQPQHF. Result: 1 (the TCR binds to the epitope). (6) The epitope is KTSVDCTMYI. The TCR CDR3 sequence is CASSQGTGVTEAFF. Result: 0 (the TCR does not bind to the epitope). (7) The epitope is FLNGSCGSV. The TCR CDR3 sequence is CASSLGGLAGSNEQFF. Result: 1 (the TCR binds to the epitope).